From a dataset of Full USPTO retrosynthesis dataset with 1.9M reactions from patents (1976-2016). Predict the reactants needed to synthesize the given product. (1) Given the product [Cl:33][C:26]1[CH:25]=[C:24]([C:21]2[CH:22]=[CH:23][N:19]([CH2:18][C@@H:17]([NH:16][C:13]([C:10]3[N:9]=[C:8]([C:4]4[CH:5]=[C:6]([CH3:7])[N:2]([CH3:1])[N:3]=4)[O:12][N:11]=3)=[O:15])[CH3:34])[N:20]=2)[CH:31]=[C:30]([F:32])[C:27]=1[C:28]#[N:29], predict the reactants needed to synthesize it. The reactants are: [CH3:1][N:2]1[C:6]([CH3:7])=[CH:5][C:4]([C:8]2[O:12][N:11]=[C:10]([C:13]([OH:15])=O)[N:9]=2)=[N:3]1.[NH2:16][C@@H:17]([CH3:34])[CH2:18][N:19]1[CH:23]=[CH:22][C:21]([C:24]2[CH:31]=[C:30]([F:32])[C:27]([C:28]#[N:29])=[C:26]([Cl:33])[CH:25]=2)=[N:20]1.CN(C=O)C. (2) Given the product [CH:25]([O:24][C:15]1[C:16]2[C:11](=[CH:10][C:9]([O:8][CH2:7][CH:5]([OH:6])[CH2:4][OH:3])=[C:18]([O:19][CH2:20][CH2:21][O:22][CH3:23])[CH:17]=2)[CH:12]=[C:13]([NH:28][C:29]2[CH:33]=[C:32]([CH3:34])[NH:31][N:30]=2)[N:14]=1)([CH3:27])[CH3:26], predict the reactants needed to synthesize it. The reactants are: CC1(C)[O:6][CH:5]([CH2:7][O:8][C:9]2[CH:10]=[C:11]3[C:16](=[CH:17][C:18]=2[O:19][CH2:20][CH2:21][O:22][CH3:23])[C:15]([O:24][CH:25]([CH3:27])[CH3:26])=[N:14][C:13]([NH:28][C:29]2[CH:33]=[C:32]([CH3:34])[NH:31][N:30]=2)=[CH:12]3)[CH2:4][O:3]1.C([O-])(O)=O.[Na+]. (3) Given the product [Br:1][C:2]1[C:3]([C:4]#[N:5])=[CH:6][C:7]([F:11])=[C:8]([NH:12][C@@H:13]2[CH2:18][CH2:17][CH2:16][CH2:15][C@@H:14]2[NH:19][C:20](=[O:26])[O:21][C:22]([CH3:24])([CH3:23])[CH3:25])[CH:9]=1, predict the reactants needed to synthesize it. The reactants are: [Br:1][C:2]1[CH:9]=[C:8](F)[C:7]([F:11])=[CH:6][C:3]=1[C:4]#[N:5].[NH2:12][C@@H:13]1[CH2:18][CH2:17][CH2:16][CH2:15][C@@H:14]1[NH:19][C:20](=[O:26])[O:21][C:22]([CH3:25])([CH3:24])[CH3:23].CCN(C(C)C)C(C)C.O.